From a dataset of CYP2D6 inhibition data for predicting drug metabolism from PubChem BioAssay. Regression/Classification. Given a drug SMILES string, predict its absorption, distribution, metabolism, or excretion properties. Task type varies by dataset: regression for continuous measurements (e.g., permeability, clearance, half-life) or binary classification for categorical outcomes (e.g., BBB penetration, CYP inhibition). Dataset: cyp2d6_veith. (1) The drug is COc1ccccc1CNc1nc(-c2ccoc2)nc2ccccc12. The result is 1 (inhibitor). (2) The molecule is O=C(CC1C(=O)N(c2ccc(Cl)cc2)C(=S)N1CCc1ccncc1)Nc1ccc(F)cc1. The result is 1 (inhibitor). (3) The compound is O=c1c(-c2ccc(Cl)cc2)nc2cncnc2n1Cc1ccccc1. The result is 0 (non-inhibitor). (4) The molecule is CC(=O)O[C@H]1C(=O)[C@@]2(C)[C@@H](O)C[C@H]3OC[C@@]3(OC(C)=O)[C@H]2[C@H](OC(=O)c2ccccc2)[C@@]2(O)C[C@H](OC(=O)[C@H](O)[C@@H](NC(=O)c3ccccc3)c3ccccc3)C(C)=C1C2(C)C. The result is 0 (non-inhibitor). (5) The drug is CCCCn1nnnc1SCC(=O)N1CCCC1. The result is 0 (non-inhibitor).